This data is from Forward reaction prediction with 1.9M reactions from USPTO patents (1976-2016). The task is: Predict the product of the given reaction. (1) The product is: [F:1][C:2]1[CH:3]=[C:4]([CH:18]=[CH:19][CH:20]=1)[CH2:5][N:6]1[C:14]2[C:9](=[CH:10][C:11]([NH2:15])=[CH:12][CH:13]=2)[CH:8]=[CH:7]1. Given the reactants [F:1][C:2]1[CH:3]=[C:4]([CH:18]=[CH:19][CH:20]=1)[CH2:5][N:6]1[C:14]2[C:9](=[CH:10][C:11]([N+:15]([O-])=O)=[CH:12][CH:13]=2)[CH:8]=[CH:7]1.C(O)C.[Cl-].[NH4+], predict the reaction product. (2) Given the reactants [Cl:1][C:2]1[C:10]2[N:9]=[C:8]([CH:11]([C:13]3[CH:18]=[CH:17][C:16]([Cl:19])=[CH:15][C:14]=3[Cl:20])[OH:12])[N:7]([CH2:21][CH2:22][CH2:23]O)[C:6]=2[C:5]([C:25]([O:27][CH3:28])=[O:26])=[CH:4][CH:3]=1, predict the reaction product. The product is: [Cl:1][C:2]1[CH:3]=[CH:4][C:5]([C:25]([O:27][CH3:28])=[O:26])=[C:6]2[C:10]=1[N:9]=[C:8]1[CH:11]([C:13]3[CH:18]=[CH:17][C:16]([Cl:19])=[CH:15][C:14]=3[Cl:20])[O:12][CH2:23][CH2:22][CH2:21][N:7]21. (3) Given the reactants [C:1]([C:3]1[CH:8]=[CH:7][N:6]=[C:5]([N:9]2[C:16]3[C@H:15]4[CH2:17][C@H:14]4[CH2:13][C:12]=3[C:11]([C:18](O)=[O:19])=[N:10]2)[CH:4]=1)#[N:2].C(N(CC)CC)C.CN(C(ON1N=NC2C=CC=NC1=2)=[N+](C)C)C.F[P-](F)(F)(F)(F)F.Cl.[NH2:53][C@@H:54]([CH2:57][C:58]([F:61])([F:60])[F:59])[CH2:55][OH:56], predict the reaction product. The product is: [F:59][C:58]([F:61])([F:60])[CH2:57][C@H:54]([NH:53][C:18]([C:11]1[C:12]2[CH2:13][C@@H:14]3[CH2:17][C@@H:15]3[C:16]=2[N:9]([C:5]2[CH:4]=[C:3]([C:1]#[N:2])[CH:8]=[CH:7][N:6]=2)[N:10]=1)=[O:19])[CH2:55][OH:56]. (4) Given the reactants C([O:4][C@@H:5]1[C@@H:10]([O:11]C(=O)C)[C@H:9]([OH:15])[C@@H:8]([CH2:16][O:17]C(=O)C)[O:7][C@H:6]1[C:21]1[CH:26]=[C:25]([O:27][CH3:28])[C:24]([Cl:29])=[C:23]([CH2:30][C:31]2[CH:36]=[CH:35][C:34]([O:37][CH2:38][CH3:39])=[CH:33][CH:32]=2)[CH:22]=1)(=O)C.C[O-].[Na+].CC(O)=O, predict the reaction product. The product is: [Cl:29][C:24]1[C:25]([O:27][CH3:28])=[CH:26][C:21]([C@H:6]2[C@H:5]([OH:4])[C@@H:10]([OH:11])[C@H:9]([OH:15])[C@@H:8]([CH2:16][OH:17])[O:7]2)=[CH:22][C:23]=1[CH2:30][C:31]1[CH:36]=[CH:35][C:34]([O:37][CH2:38][CH3:39])=[CH:33][CH:32]=1. (5) Given the reactants C[O:2][C:3](=O)[CH2:4][NH:5][CH2:6][C:7]([NH2:10])([CH3:9])[CH3:8], predict the reaction product. The product is: [CH3:8][C:7]1([CH3:9])[NH:10][C:3](=[O:2])[CH2:4][NH:5][CH2:6]1. (6) Given the reactants [Si:1]([O:8][C@@H:9]1[C@@:28]2([CH3:29])[C:13](=[CH:14][CH:15]=[C:16]3[C@@H:27]2[CH2:26][CH2:25][C@@:24]2([CH3:30])[C@H:17]3[CH2:18][CH:19]=[C:20]2[C@@H:21]([OH:23])[CH3:22])[CH2:12][C@@H:11]([O:31][Si:32]([C:35]([CH3:38])([CH3:37])[CH3:36])([CH3:34])[CH3:33])[CH2:10]1)([C:4]([CH3:7])([CH3:6])[CH3:5])([CH3:3])[CH3:2].[H-].[Na+].C1OCCOCCOCCOCCOC1.Br[CH2:57]/[CH:58]=[CH:59]\[C:60]([CH2:71][CH3:72])([O:63][Si:64]([CH2:69][CH3:70])([CH2:67][CH3:68])[CH2:65][CH3:66])[CH2:61][CH3:62], predict the reaction product. The product is: [Si:1]([O:8][C@@H:9]1[C@@:28]2([CH3:29])[C:13](=[CH:14][CH:15]=[C:16]3[C@@H:27]2[CH2:26][CH2:25][C@@:24]2([CH3:30])[C@H:17]3[CH2:18][CH:19]=[C:20]2[C@@H:21]([O:23][CH2:57]/[CH:58]=[CH:59]\[C:60]([CH2:71][CH3:72])([O:63][Si:64]([CH2:69][CH3:70])([CH2:65][CH3:66])[CH2:67][CH3:68])[CH2:61][CH3:62])[CH3:22])[CH2:12][C@@H:11]([O:31][Si:32]([C:35]([CH3:37])([CH3:36])[CH3:38])([CH3:33])[CH3:34])[CH2:10]1)([C:4]([CH3:7])([CH3:6])[CH3:5])([CH3:3])[CH3:2]. (7) Given the reactants [Br:1][C:2]1[CH:7]=[CH:6][CH:5]=[CH:4][C:3]=1[CH:8]1[CH2:14][N:13]([CH2:15][C:16](O)=[O:17])[C:12](=[O:19])[CH:11]([CH2:20][CH:21]([CH3:23])[CH3:22])[C:10]2[CH:24]=[CH:25][C:26]([Cl:28])=[CH:27][C:9]1=2.[NH:29]1[CH2:34][CH2:33][CH:32]([C:35]([O:37][CH2:38][CH3:39])=[O:36])[CH2:31][CH2:30]1.C(P(=O)(OCC)OCC)#N.C(N(CC)CC)C, predict the reaction product. The product is: [Br:1][C:2]1[CH:7]=[CH:6][CH:5]=[CH:4][C:3]=1[CH:8]1[C:9]2[CH:27]=[C:26]([Cl:28])[CH:25]=[CH:24][C:10]=2[CH:11]([CH2:20][CH:21]([CH3:23])[CH3:22])[C:12](=[O:19])[N:13]([CH2:15][C:16]([N:29]2[CH2:34][CH2:33][CH:32]([C:35]([O:37][CH2:38][CH3:39])=[O:36])[CH2:31][CH2:30]2)=[O:17])[CH2:14]1. (8) Given the reactants [CH2:1]([Si:9](OC)(OC)[O:10]C)[CH2:2][CH2:3][CH2:4][CH2:5][CH2:6][CH:7]=[CH2:8], predict the reaction product. The product is: [CH2:1]([SiH2:9][OH:10])[CH2:2][CH2:3][CH2:4][CH2:5][CH2:6][CH:7]=[CH2:8].